Dataset: Full USPTO retrosynthesis dataset with 1.9M reactions from patents (1976-2016). Task: Predict the reactants needed to synthesize the given product. (1) Given the product [CH3:1][C:2]1[N:3]([C:8]2[CH:13]=[C:12]([CH3:14])[C:11]([OH:17])=[C:10]([CH3:16])[N:9]=2)[C:4]([CH3:7])=[CH:5][CH:6]=1, predict the reactants needed to synthesize it. The reactants are: [CH3:1][C:2]1[N:3]([C:8]2[CH:13]=[C:12]([CH3:14])[C:11](Br)=[C:10]([CH3:16])[N:9]=2)[C:4]([CH3:7])=[CH:5][CH:6]=1.[OH-:17].[K+].O. (2) Given the product [CH2:49]([O:51][C:52]([C:54]1[S:55][C:56]([C:59]2[CH:64]=[CH:63][N:62]=[C:61]([NH:66][C:67]3[CH:68]=[N:69][CH:70]=[CH:71][CH:72]=3)[N:60]=2)=[CH:57][CH:58]=1)=[O:53])[CH3:50], predict the reactants needed to synthesize it. The reactants are: CC1(C)C2C(=C(P(C3C=CC=CC=3)C3C=CC=CC=3)C=CC=2)OC2C(P(C3C=CC=CC=3)C3C=CC=CC=3)=CC=CC1=2.C(=O)([O-])[O-].[K+].[K+].[CH2:49]([O:51][C:52]([C:54]1[S:55][C:56]([C:59]2[CH:64]=[CH:63][N:62]=[C:61](Cl)[N:60]=2)=[CH:57][CH:58]=1)=[O:53])[CH3:50].[NH2:66][C:67]1[CH:68]=[N:69][CH:70]=[CH:71][CH:72]=1.